From a dataset of Reaction yield outcomes from USPTO patents with 853,638 reactions. Predict the reaction yield, written as a fraction of the theoretical maximum amount of product (1.0 means a 100% yield; for example, 0.34 means a 34% yield). (1) The reactants are [CH3:1][O:2][C:3]1[C:8]2[N:9]=[C:10]([NH:12][C:13](=[O:22])[C:14]3[CH:19]=[CH:18][N:17]=[C:16]([CH:20]=[CH2:21])[CH:15]=3)[S:11][C:7]=2[C:6]([CH:23]2[CH2:28][CH2:27][O:26][CH2:25][CH2:24]2)=[CH:5][CH:4]=1. The catalyst is CO.ClCCl.[Pd]. The product is [CH2:20]([C:16]1[CH:15]=[C:14]([CH:19]=[CH:18][N:17]=1)[C:13]([NH:12][C:10]1[S:11][C:7]2[C:6]([CH:23]3[CH2:24][CH2:25][O:26][CH2:27][CH2:28]3)=[CH:5][CH:4]=[C:3]([O:2][CH3:1])[C:8]=2[N:9]=1)=[O:22])[CH3:21]. The yield is 0.880. (2) The reactants are [CH:1]1([N:4]([C:17](=O)[C@@H:18]([NH:21][C:22](=[O:28])[O:23][C:24]([CH3:27])([CH3:26])[CH3:25])[CH2:19][CH3:20])[C:5](=[O:16])[C:6]2[C:11]([N+:12]([O-])=O)=[CH:10][CH:9]=[CH:8][C:7]=2[F:15])[CH2:3][CH2:2]1. The catalyst is C(O)(=O)C.[Zn]. The product is [F:15][C:7]1[CH:8]=[CH:9][CH:10]=[C:11]2[C:6]=1[C:5](=[O:16])[N:4]([CH:1]1[CH2:3][CH2:2]1)[C:17]([C@@H:18]([NH:21][C:22](=[O:28])[O:23][C:24]([CH3:27])([CH3:26])[CH3:25])[CH2:19][CH3:20])=[N:12]2. The yield is 0.830. (3) The reactants are [CH:1]1([CH2:4][NH:5][C:6]2[C:11]([NH2:12])=[CH:10][CH:9]=[CH:8][N:7]=2)[CH2:3][CH2:2]1.C(NC(C)C)(C)C.Cl[C:21](=[O:27])[C:22](OCC)=[O:23].O. The catalyst is ClCCl. The product is [CH:1]1([CH2:4][N:5]2[C:22](=[O:23])[C:21]([OH:27])=[N:12][C:11]3[CH:10]=[CH:9][CH:8]=[N:7][C:6]2=3)[CH2:2][CH2:3]1. The yield is 0.330. (4) The reactants are [H-].[Na+].[Cl:3][C:4]1[C:5]([NH2:14])=[N:6][CH:7]=[C:8]([C:10]([F:13])([F:12])[F:11])[CH:9]=1.Cl[S:16]([C:19]1[CH:20]=[C:21]([CH:26]=[CH:27][CH:28]=1)[C:22]([O:24][CH3:25])=[O:23])(=[O:18])=[O:17].Cl. The catalyst is C1COCC1. The product is [Cl:3][C:4]1[C:5]([NH:14][S:16]([C:19]2[CH:20]=[C:21]([CH:26]=[CH:27][CH:28]=2)[C:22]([O:24][CH3:25])=[O:23])(=[O:18])=[O:17])=[N:6][CH:7]=[C:8]([C:10]([F:13])([F:11])[F:12])[CH:9]=1. The yield is 0.450.